This data is from Forward reaction prediction with 1.9M reactions from USPTO patents (1976-2016). The task is: Predict the product of the given reaction. (1) Given the reactants Br[C:2]1[CH:7]=[CH:6][N:5]2[N:8]=[N:9][C:10]([CH3:11])=[C:4]2[CH:3]=1.C(Cl)Cl.[B:15]1(B2OC(C)(C)C(C)(C)O2)[O:19]C(C)(C)C(C)(C)[O:16]1.CC([O-])=O.[K+], predict the reaction product. The product is: [CH3:11][C:10]1[N:9]=[N:8][N:5]2[CH:6]=[CH:7][C:2]([B:15]([OH:19])[OH:16])=[CH:3][C:4]=12. (2) The product is: [F:1][C:2]1[CH:3]=[C:4]([C:8]2[CH:9]=[CH:10][C:11]([C:14]([NH:16][C@H:17]3[CH2:21][CH2:20][C@@H:19]([C:22](=[O:23])[NH:32][CH:29]4[CH2:30][CH2:31][N:26]([CH3:25])[CH2:27][CH2:28]4)[CH2:18]3)=[O:15])=[CH:12][N:13]=2)[CH:5]=[CH:6][CH:7]=1. Given the reactants [F:1][C:2]1[CH:3]=[C:4]([C:8]2[N:13]=[CH:12][C:11]([C:14]([NH:16][C@H:17]3[CH2:21][CH2:20][C@@H:19]([C:22](O)=[O:23])[CH2:18]3)=[O:15])=[CH:10][CH:9]=2)[CH:5]=[CH:6][CH:7]=1.[CH3:25][N:26]1[CH2:31][CH2:30][CH:29]([NH2:32])[CH2:28][CH2:27]1, predict the reaction product. (3) Given the reactants [CH:1]([N:4]1[CH2:9][CH2:8][CH:7]([O:10][C:11]2[CH:16]=[CH:15][C:14]([C:17]3([CH2:23][NH2:24])[CH2:22][CH2:21][O:20][CH2:19][CH2:18]3)=[CH:13][CH:12]=2)[CH2:6][CH2:5]1)([CH3:3])[CH3:2].C([O:27][C:28](=O)[CH2:29][CH2:30][CH2:31]Br)C.C(N(CC)C(C)C)(C)C.[I-].[K+].C(=O)([O-])[O-].[K+].[K+], predict the reaction product. The product is: [NH3:4].[CH:1]([N:4]1[CH2:9][CH2:8][CH:7]([O:10][C:11]2[CH:16]=[CH:15][C:14]([C:17]3([CH2:23][N:24]4[CH2:31][CH2:30][CH2:29][C:28]4=[O:27])[CH2:18][CH2:19][O:20][CH2:21][CH2:22]3)=[CH:13][CH:12]=2)[CH2:6][CH2:5]1)([CH3:3])[CH3:2]. (4) Given the reactants [I:1]([OH:5])(=[O:4])(=[O:3])=[O:2].[O-2:6].[O-2].[O-2].[Cr+6:9].C([O:14][C@@H](C1C(C)=CC2N=CSC=2C=1C1C=CC(Cl)=CC=1)CO)(C)(C)C, predict the reaction product. The product is: [I:1]([OH:5])(=[O:4])(=[O:3])=[O:2].[O-2:14].[O-2:6].[O-2:2].[Cr+6:9]. (5) Given the reactants [Cl:1][CH2:2][C:3](Cl)=[O:4].[CH3:6][Si:7]([CH3:22])([CH3:21])[O:8][C@H:9]1[CH2:13][NH:12][C@H:11]([C:14]([O:16][Si:17]([CH3:20])([CH3:19])[CH3:18])=[O:15])[CH2:10]1.C(N(C(C)C)CC)(C)C, predict the reaction product. The product is: [Cl:1][CH2:2][C:3]([N:12]1[CH2:13][C@H:9]([O:8][Si:7]([CH3:21])([CH3:22])[CH3:6])[CH2:10][C@H:11]1[C:14]([O:16][Si:17]([CH3:20])([CH3:19])[CH3:18])=[O:15])=[O:4]. (6) Given the reactants [CH2:1]([O:3][C:4]([CH:6]([CH:9]=O)[CH:7]=O)=[O:5])[CH3:2].Cl.[C:12]([C:14]1[CH:19]=[CH:18][C:17]([NH:20][NH2:21])=[CH:16][CH:15]=1)#[N:13], predict the reaction product. The product is: [CH2:1]([O:3][C:4]([C:6]1[CH:9]=[N:21][N:20]([C:17]2[CH:18]=[CH:19][C:14]([C:12]#[N:13])=[CH:15][CH:16]=2)[CH:7]=1)=[O:5])[CH3:2]. (7) Given the reactants [F:1][C:2]([F:24])([F:23])[C:3]1[CH:4]=[C:5]([C:13]2[N:17]=[CH:16][N:15](/[CH:18]=[CH:19]\[C:20](O)=[O:21])[N:14]=2)[CH:6]=[C:7]([C:9]([F:12])([F:11])[F:10])[CH:8]=1.[CH3:25][CH:26]1[N:31]([CH2:32][C:33]([NH:35][NH2:36])=[O:34])[CH:30]([CH3:37])[CH2:29][O:28][CH2:27]1.C(P1(=O)OP(CCC)(=O)OP(CCC)(=O)O1)CC.CCN(C(C)C)C(C)C, predict the reaction product. The product is: [F:24][C:2]([F:23])([F:1])[C:3]1[CH:4]=[C:5]([C:13]2[N:17]=[CH:16][N:15](/[CH:18]=[CH:19]\[C:20]([NH:36][NH:35][C:33](=[O:34])[CH2:32][N:31]3[CH:26]([CH3:25])[CH2:27][O:28][CH2:29][CH:30]3[CH3:37])=[O:21])[N:14]=2)[CH:6]=[C:7]([C:9]([F:12])([F:11])[F:10])[CH:8]=1. (8) The product is: [C:17]([NH:18][C@H:19]1[CH2:23][CH2:22][N:21]([C:3]2[C:2]([C:29]3[CH:30]=[CH:31][C:26]([O:25][C:32]4[CH:37]=[CH:36][CH:35]=[CH:34][CH:33]=4)=[CH:27][CH:28]=3)=[CH:10][C:6]([C:7]([NH2:9])=[O:8])=[CH:5][N:4]=2)[CH2:20]1)(=[O:24])[CH:41]=[CH2:42]. Given the reactants Cl[C:2]1[C:3](Cl)=[N:4][CH:5]=[C:6]([CH:10]=1)[C:7]([NH2:9])=[O:8].C(O[C:17](=[O:24])[NH:18][C@H:19]1[CH2:23][CH2:22][NH:21][CH2:20]1)(C)(C)C.[O:25]([C:32]1[CH:37]=[CH:36][C:35](B(O)O)=[CH:34][CH:33]=1)[C:26]1[CH:31]=[CH:30][CH:29]=[CH:28][CH:27]=1.[C:41](O)(=O)[CH:42]=C, predict the reaction product. (9) Given the reactants [CH3:1][C:2]1[CH:3]=[C:4]([CH:8]=[CH:9][C:10]=1[C:11]([N:13]1[CH2:17][CH2:16][CH2:15][CH2:14]1)=[O:12])[C:5]([OH:7])=O.CN(C(ON1N=NC2C=CC=CC1=2)=[N+](C)C)C.[B-](F)(F)(F)F.C(N(C(C)C)CC)(C)C.[OH:49][CH2:50][CH:51]([NH2:62])[C:52]1[NH:56][C:55]2[CH:57]=[CH:58][C:59]([Cl:61])=[CH:60][C:54]=2[N:53]=1.ClCl, predict the reaction product. The product is: [Cl:61][C:59]1[CH:58]=[CH:57][C:55]2[NH:56][C:52]([CH:51]([NH:62][C:5](=[O:7])[C:4]3[CH:8]=[CH:9][C:10]([C:11]([N:13]4[CH2:17][CH2:16][CH2:15][CH2:14]4)=[O:12])=[C:2]([CH3:1])[CH:3]=3)[CH2:50][OH:49])=[N:53][C:54]=2[CH:60]=1.